This data is from Peptide-MHC class II binding affinity with 134,281 pairs from IEDB. The task is: Regression. Given a peptide amino acid sequence and an MHC pseudo amino acid sequence, predict their binding affinity value. This is MHC class II binding data. (1) The peptide sequence is DSTVIRNLKNAGLIV. The MHC is DRB4_0101 with pseudo-sequence DRB4_0103. The binding affinity (normalized) is 0.420. (2) The peptide sequence is KPIFHFVGTSTFSEY. The MHC is DRB1_1501 with pseudo-sequence DRB1_1501. The binding affinity (normalized) is 0.982. (3) The peptide sequence is TLSVTFIGAAPLILSY. The MHC is DRB1_0405 with pseudo-sequence DRB1_0405. The binding affinity (normalized) is 0.457. (4) The MHC is DRB3_0101 with pseudo-sequence DRB3_0101. The peptide sequence is IHKASTVLAFPAGVC. The binding affinity (normalized) is 0.133. (5) The peptide sequence is KVFEEHLVPFMNDLQ. The MHC is DRB1_0101 with pseudo-sequence DRB1_0101. The binding affinity (normalized) is 0.673.